From a dataset of Rat liver microsome stability data. Regression/Classification. Given a drug SMILES string, predict its absorption, distribution, metabolism, or excretion properties. Task type varies by dataset: regression for continuous measurements (e.g., permeability, clearance, half-life) or binary classification for categorical outcomes (e.g., BBB penetration, CYP inhibition). Dataset: rlm. (1) The drug is NC1CN(c2nccc(-c3ccsc3)n2)CC1c1ccc(Cl)cc1Cl. The result is 0 (unstable in rat liver microsomes). (2) The compound is O=C(Nc1cncc(Cc2ccccc2)c1)c1ccc(-c2cccc([N+](=O)[O-])c2)o1. The result is 1 (stable in rat liver microsomes). (3) The drug is COc1cc(N2CCN(C3CCN(c4cccc5c(C)cc(C)nc45)CC3)CC2)c2ncccc2c1. The result is 1 (stable in rat liver microsomes). (4) The drug is Cc1ccnc(NC(=S)N2CCN(c3cc(F)cc(Cl)c3)CC2)c1. The result is 1 (stable in rat liver microsomes). (5) The molecule is Cc1ccnc(NC(=S)N2CCN(c3ccc(Cl)cc3Cl)CC2)c1. The result is 0 (unstable in rat liver microsomes). (6) The molecule is CS(=O)(=O)c1cccc(-c2csc(N3CCC(C(N)=O)CC3)n2)c1. The result is 0 (unstable in rat liver microsomes). (7) The drug is Fc1cccc(-c2ccccc2N2CCN(CCCc3c[nH]c4ccc(F)cc34)CC2)c1. The result is 1 (stable in rat liver microsomes). (8) The molecule is Cc1noc(-c2ccc3c(c2)c2c(n3CC(F)COc3cc(F)cc(F)c3)CCCC2)n1. The result is 0 (unstable in rat liver microsomes). (9) The drug is CCN(CC)S(=O)(=O)c1cccc(C(=O)Nc2ccc(C#N)cc2)c1. The result is 1 (stable in rat liver microsomes). (10) The compound is Fc1ccccc1CNCc1ccc(-c2ccnc3[nH]ccc23)cc1. The result is 1 (stable in rat liver microsomes).